From a dataset of NCI-60 drug combinations with 297,098 pairs across 59 cell lines. Regression. Given two drug SMILES strings and cell line genomic features, predict the synergy score measuring deviation from expected non-interaction effect. (1) Drug 1: CC1=C2C(C(=O)C3(C(CC4C(C3C(C(C2(C)C)(CC1OC(=O)C(C(C5=CC=CC=C5)NC(=O)OC(C)(C)C)O)O)OC(=O)C6=CC=CC=C6)(CO4)OC(=O)C)OC)C)OC. Drug 2: CCN(CC)CCNC(=O)C1=C(NC(=C1C)C=C2C3=C(C=CC(=C3)F)NC2=O)C. Cell line: CAKI-1. Synergy scores: CSS=46.4, Synergy_ZIP=0.920, Synergy_Bliss=0.773, Synergy_Loewe=-7.63, Synergy_HSA=4.41. (2) Drug 1: CS(=O)(=O)CCNCC1=CC=C(O1)C2=CC3=C(C=C2)N=CN=C3NC4=CC(=C(C=C4)OCC5=CC(=CC=C5)F)Cl. Drug 2: CC12CCC3C(C1CCC2OP(=O)(O)O)CCC4=C3C=CC(=C4)OC(=O)N(CCCl)CCCl.[Na+]. Cell line: SF-539. Synergy scores: CSS=0.783, Synergy_ZIP=1.90, Synergy_Bliss=0.168, Synergy_Loewe=-0.0548, Synergy_HSA=-1.29. (3) Drug 1: CCC1=CC2CC(C3=C(CN(C2)C1)C4=CC=CC=C4N3)(C5=C(C=C6C(=C5)C78CCN9C7C(C=CC9)(C(C(C8N6C)(C(=O)OC)O)OC(=O)C)CC)OC)C(=O)OC.C(C(C(=O)O)O)(C(=O)O)O. Drug 2: C1=C(C(=O)NC(=O)N1)F. Cell line: HCT116. Synergy scores: CSS=43.9, Synergy_ZIP=-1.35, Synergy_Bliss=-5.65, Synergy_Loewe=-5.47, Synergy_HSA=-1.84. (4) Drug 1: CC1=C2C(C(=O)C3(C(CC4C(C3C(C(C2(C)C)(CC1OC(=O)C(C(C5=CC=CC=C5)NC(=O)OC(C)(C)C)O)O)OC(=O)C6=CC=CC=C6)(CO4)OC(=O)C)OC)C)OC. Drug 2: COCCOC1=C(C=C2C(=C1)C(=NC=N2)NC3=CC=CC(=C3)C#C)OCCOC.Cl. Cell line: SR. Synergy scores: CSS=71.3, Synergy_ZIP=5.41, Synergy_Bliss=5.50, Synergy_Loewe=-28.4, Synergy_HSA=5.62. (5) Drug 1: C1=CC(=CC=C1CCC2=CNC3=C2C(=O)NC(=N3)N)C(=O)NC(CCC(=O)O)C(=O)O. Drug 2: CN(C(=O)NC(C=O)C(C(C(CO)O)O)O)N=O. Cell line: NCI-H226. Synergy scores: CSS=5.74, Synergy_ZIP=-3.83, Synergy_Bliss=-2.16, Synergy_Loewe=-3.36, Synergy_HSA=-1.31. (6) Drug 1: COC1=CC(=CC(=C1O)OC)C2C3C(COC3=O)C(C4=CC5=C(C=C24)OCO5)OC6C(C(C7C(O6)COC(O7)C8=CC=CS8)O)O. Drug 2: CC1C(C(CC(O1)OC2CC(CC3=C2C(=C4C(=C3O)C(=O)C5=C(C4=O)C(=CC=C5)OC)O)(C(=O)C)O)N)O.Cl. Cell line: OVCAR-8. Synergy scores: CSS=51.6, Synergy_ZIP=-4.66, Synergy_Bliss=-1.60, Synergy_Loewe=0.0356, Synergy_HSA=0.610.